This data is from Full USPTO retrosynthesis dataset with 1.9M reactions from patents (1976-2016). The task is: Predict the reactants needed to synthesize the given product. Given the product [ClH:1].[Br:20][C:21]1[CH:22]=[C:23]([NH:24][C:2]2[C:3]3[N:4]([C:16]([CH3:19])=[CH:17][CH:18]=3)[C:5]([C:8]([N:10]3[CH2:15][CH2:14][O:13][CH2:12][CH2:11]3)=[O:9])=[CH:6][N:7]=2)[CH:25]=[CH:26][CH:27]=1, predict the reactants needed to synthesize it. The reactants are: [Cl:1][C:2]1[C:3]2[N:4]([C:16]([CH3:19])=[CH:17][CH:18]=2)[C:5]([C:8]([N:10]2[CH2:15][CH2:14][O:13][CH2:12][CH2:11]2)=[O:9])=[CH:6][N:7]=1.[Br:20][C:21]1[CH:22]=[C:23]([CH:25]=[CH:26][CH:27]=1)[NH2:24].